From a dataset of Full USPTO retrosynthesis dataset with 1.9M reactions from patents (1976-2016). Predict the reactants needed to synthesize the given product. Given the product [C:21]([O:20][C:18](=[O:19])[CH2:17][N:7]1[C:11]2[CH:12]=[CH:13][CH:14]=[CH:15][C:10]=2[N:9]=[CH:8]1)([CH3:24])([CH3:23])[CH3:22], predict the reactants needed to synthesize it. The reactants are: CC(C)([O-])C.[K+].[NH:7]1[C:11]2[CH:12]=[CH:13][CH:14]=[CH:15][C:10]=2[N:9]=[CH:8]1.Br[CH2:17][C:18]([O:20][C:21]([CH3:24])([CH3:23])[CH3:22])=[O:19].